Dataset: Reaction yield outcomes from USPTO patents with 853,638 reactions. Task: Predict the reaction yield, written as a fraction of the theoretical maximum amount of product (1.0 means a 100% yield; for example, 0.34 means a 34% yield). (1) The reactants are [CH:1]1([C:4]2[C:5]([N:24]([C:29]3[CH:30]=[CH:31][C:32]([N+:39]([O-])=O)=[C:33]([CH:38]=3)[C:34]([O:36][CH3:37])=[O:35])[S:25]([CH3:28])(=[O:27])=[O:26])=[CH:6][C:7]3[O:11][C:10]([C:12]4[CH:17]=[CH:16][C:15]([F:18])=[CH:14][CH:13]=4)=[C:9]([C:19](=[O:22])[NH:20][CH3:21])[C:8]=3[CH:23]=2)[CH2:3][CH2:2]1. The catalyst is CO.[Pd]. The product is [NH2:39][C:32]1[CH:31]=[CH:30][C:29]([N:24]([C:5]2[C:4]([CH:1]3[CH2:3][CH2:2]3)=[CH:23][C:8]3[C:9]([C:19](=[O:22])[NH:20][CH3:21])=[C:10]([C:12]4[CH:13]=[CH:14][C:15]([F:18])=[CH:16][CH:17]=4)[O:11][C:7]=3[CH:6]=2)[S:25]([CH3:28])(=[O:27])=[O:26])=[CH:38][C:33]=1[C:34]([O:36][CH3:37])=[O:35]. The yield is 0.980. (2) The reactants are [F:1][C:2]1[CH:7]=[C:6](I)[CH:5]=[CH:4][C:3]=1[N:9]1[CH:14]=[C:13]([O:15][CH3:16])[C:12](=[O:17])[C:11]([C:18]2[N:22]([C:23]3[CH:28]=[CH:27][CH:26]=[CH:25][CH:24]=3)[N:21]=[CH:20][CH:19]=2)=[N:10]1.Cl.[F:30][C:31]1([F:35])[CH2:34][NH:33][CH2:32]1.O(C(C)(C)C)[Na].CC1(C)C2C(=C(P(C3C=CC=CC=3)C3C=CC=CC=3)C=CC=2)OC2C(P(C3C=CC=CC=3)C3C=CC=CC=3)=CC=CC1=2. The catalyst is O1CCOCC1.C([O-])(O)=O.[Na+].C1C=CC(/C=C/C(/C=C/C2C=CC=CC=2)=O)=CC=1.C1C=CC(/C=C/C(/C=C/C2C=CC=CC=2)=O)=CC=1.C1C=CC(/C=C/C(/C=C/C2C=CC=CC=2)=O)=CC=1.[Pd].[Pd]. The product is [F:30][C:31]1([F:35])[CH2:34][N:33]([C:6]2[CH:5]=[CH:4][C:3]([N:9]3[CH:14]=[C:13]([O:15][CH3:16])[C:12](=[O:17])[C:11]([C:18]4[N:22]([C:23]5[CH:28]=[CH:27][CH:26]=[CH:25][CH:24]=5)[N:21]=[CH:20][CH:19]=4)=[N:10]3)=[C:2]([F:1])[CH:7]=2)[CH2:32]1. The yield is 0.540. (3) The reactants are [Cl:1][C:2]1[CH:7]=[CH:6][C:5]([CH2:8]Cl)=[CH:4][N:3]=1.[CH3:10][N:11]1[CH2:16][CH2:15][NH:14][CH2:13][CH2:12]1.C(=O)([O-])[O-].[K+].[K+]. The catalyst is C(#N)C. The product is [Cl:1][C:2]1[N:3]=[CH:4][C:5]([CH2:8][N:14]2[CH2:15][CH2:16][N:11]([CH3:10])[CH2:12][CH2:13]2)=[CH:6][CH:7]=1. The yield is 0.740.